From a dataset of Catalyst prediction with 721,799 reactions and 888 catalyst types from USPTO. Predict which catalyst facilitates the given reaction. (1) Reactant: N[C:2]1[CH:10]=[CH:9][C:8](OC)=CC=1C(O)=O.COC(OC)OC.C(O)(=O)C.N[C:25]1[CH:26]=[C:27]([CH:35]=[CH:36][C:37]=1C)[C:28]([NH:30]C1(C)CC1)=[O:29]. Product: [CH3:8][C:9]1([C:26]2[CH:25]=[CH:37][CH:36]=[CH:35][C:27]=2[C:28]([NH2:30])=[O:29])[CH2:2][CH2:10]1. The catalyst class is: 133. (2) Reactant: [OH-].[Li+].[NH2:3][C:4]1[CH:9]=[CH:8][C:7]([C:10]([NH:12][C@@H:13]([CH:18]2[CH2:23][CH2:22][CH2:21][CH2:20][CH2:19]2)[C:14]([O:16]C)=[O:15])=[O:11])=[C:6]([NH:24][C:25]([NH:27][C:28]2[C:33]([CH3:34])=[CH:32][C:31]([CH3:35])=[CH:30][C:29]=2[CH3:36])=[O:26])[CH:5]=1.CO.O. Product: [NH2:3][C:4]1[CH:9]=[CH:8][C:7]([C:10]([NH:12][C@@H:13]([CH:18]2[CH2:19][CH2:20][CH2:21][CH2:22][CH2:23]2)[C:14]([OH:16])=[O:15])=[O:11])=[C:6]([NH:24][C:25]([NH:27][C:28]2[C:33]([CH3:34])=[CH:32][C:31]([CH3:35])=[CH:30][C:29]=2[CH3:36])=[O:26])[CH:5]=1. The catalyst class is: 1. (3) Reactant: [CH2:1]([C:3]1[N:7]([C:8]2[C:16]3[O:15][CH2:14][C@H:13]([N:17](C(=O)C(F)(F)F)[C:18]4[CH:31]=[CH:30][C:21]5[C@H:22]([CH2:25][C:26]([O:28]C)=[O:27])[CH2:23][O:24][C:20]=5[CH:19]=4)[C:12]=3[CH:11]=[CH:10][CH:9]=2)[C:6]2[CH:38]=[C:39]([F:42])[CH:40]=[CH:41][C:5]=2[N:4]=1)[CH3:2].[OH-].[Na+].Cl. Product: [CH2:1]([C:3]1[N:7]([C:8]2[C:16]3[O:15][CH2:14][C@H:13]([NH:17][C:18]4[CH:31]=[CH:30][C:21]5[C@H:22]([CH2:25][C:26]([OH:28])=[O:27])[CH2:23][O:24][C:20]=5[CH:19]=4)[C:12]=3[CH:11]=[CH:10][CH:9]=2)[C:6]2[CH:38]=[C:39]([F:42])[CH:40]=[CH:41][C:5]=2[N:4]=1)[CH3:2]. The catalyst class is: 193. (4) Reactant: [C:1]([O:5][C:6](=[O:15])[NH:7][CH:8]1[CH2:13][CH2:12][CH:11]([NH2:14])[CH2:10][CH2:9]1)([CH3:4])([CH3:3])[CH3:2].C(=O)([O-])O.[Na+].Br[CH2:22][CH2:23][CH2:24][CH2:25]Br. Product: [C:1]([O:5][C:6](=[O:15])[NH:7][CH:8]1[CH2:9][CH2:10][CH:11]([N:14]2[CH2:25][CH2:24][CH2:23][CH2:22]2)[CH2:12][CH2:13]1)([CH3:4])([CH3:2])[CH3:3]. The catalyst class is: 11.